This data is from Full USPTO retrosynthesis dataset with 1.9M reactions from patents (1976-2016). The task is: Predict the reactants needed to synthesize the given product. (1) Given the product [Cl:35][C:32]1[CH:33]=[CH:34][C:29]([C:20]2[N:19]([CH2:36][CH3:37])[C:18]([C:8]([OH:9])([CH2:1][C:2]3[CH:7]=[CH:6][CH:5]=[CH:4][CH:3]=3)[CH2:10][C:11]3[CH:16]=[CH:15][CH:14]=[CH:13][CH:12]=3)=[N:22][C:21]=2[C:23]2[CH:24]=[CH:25][N:26]=[CH:27][CH:28]=2)=[CH:30][CH:31]=1, predict the reactants needed to synthesize it. The reactants are: [CH2:1]([C:8]([CH2:10][C:11]1[CH:16]=[CH:15][CH:14]=[CH:13][CH:12]=1)=[O:9])[C:2]1[CH:7]=[CH:6][CH:5]=[CH:4][CH:3]=1.Br[C:18]1[N:19]([CH2:36][CH3:37])[C:20]([C:29]2[CH:34]=[CH:33][C:32]([Cl:35])=[CH:31][CH:30]=2)=[C:21]([C:23]2[CH:28]=[CH:27][N:26]=[CH:25][CH:24]=2)[N:22]=1. (2) Given the product [F:1][C:2]1[CH:7]=[CH:6][C:5](/[CH:8]=[CH:9]/[C:10]2[CH:11]=[CH:12][C:13]([S:16]([C:19]3[N:20]=[CH:21][CH:22]=[CH:23][C:24]=3[CH:25]=[O:26])(=[O:17])=[O:18])=[CH:14][CH:15]=2)=[CH:4][CH:3]=1, predict the reactants needed to synthesize it. The reactants are: [F:1][C:2]1[CH:7]=[CH:6][C:5](/[CH:8]=[CH:9]/[C:10]2[CH:15]=[CH:14][C:13]([S:16]([C:19]3[C:24]([CH2:25][OH:26])=[CH:23][CH:22]=[CH:21][N:20]=3)(=[O:18])=[O:17])=[CH:12][CH:11]=2)=[CH:4][CH:3]=1.C[N+]1([O-])CCOCC1. (3) Given the product [C:8]([C:5]1[CH:4]=[CH:3][C:2]([CH:10]2[CH2:12][CH2:11]2)=[CH:7][N:6]=1)#[N:9], predict the reactants needed to synthesize it. The reactants are: Cl[C:2]1[CH:3]=[CH:4][C:5]([C:8]#[N:9])=[N:6][CH:7]=1.[CH:10]1(B(O)O)[CH2:12][CH2:11]1.P([O-])([O-])([O-])=O.[K+].[K+].[K+].C1(P(C2CCCCC2)C2CCCCC2)CCCCC1. (4) The reactants are: [NH2:1][C:2]1[CH:3]=[CH:4][CH:5]=[C:6]2[C:11]=1[CH:10]=[C:9]([OH:12])[CH:8]=[CH:7]2.[C:13](O[C:13]([O:15][C:16]([CH3:19])([CH3:18])[CH3:17])=[O:14])([O:15][C:16]([CH3:19])([CH3:18])[CH3:17])=[O:14].C([O-])([O-])=O.[Cs+].[Cs+].I[CH2:35][CH3:36]. Given the product [CH2:35]([O:12][C:9]1[CH:10]=[C:11]2[C:6]([CH:5]=[CH:4][CH:3]=[C:2]2[NH:1][C:13](=[O:14])[O:15][C:16]([CH3:19])([CH3:18])[CH3:17])=[CH:7][CH:8]=1)[CH3:36], predict the reactants needed to synthesize it. (5) Given the product [CH3:23][S:24]([O:27][CH:28]([CH:30]([C:34]1[CH:35]=[CH:36][CH:37]=[CH:38][CH:39]=1)[CH2:31][CH:32]=[O:33])[CH3:29])(=[O:26])=[O:25], predict the reactants needed to synthesize it. The reactants are: CC(OI1(OC(C)=O)(OC(C)=O)OC(=O)C2C1=CC=CC=2)=O.[CH3:23][S:24]([O:27][CH:28]([CH:30]([C:34]1[CH:39]=[CH:38][CH:37]=[CH:36][CH:35]=1)[CH2:31][CH2:32][OH:33])[CH3:29])(=[O:26])=[O:25].C(OCC)(=O)C.C(=O)([O-])O.[Na+]. (6) The reactants are: NC1C=CC=CC=1.CCN=C=NCCCN(C)C.[Cl:19][C:20]1[CH:30]=[CH:29][C:23]([O:24][CH2:25][C:26]([OH:28])=O)=[C:22]([CH3:31])[CH:21]=1.[NH:32]1[C:41]2[C:36](=[CH:37][CH:38]=[CH:39][CH:40]=2)[CH2:35][CH2:34][CH2:33]1. Given the product [Cl:19][C:20]1[CH:30]=[CH:29][C:23]([O:24][CH2:25][C:26]([N:32]2[C:41]3[C:36](=[CH:37][CH:38]=[CH:39][CH:40]=3)[CH2:35][CH2:34][CH2:33]2)=[O:28])=[C:22]([CH3:31])[CH:21]=1, predict the reactants needed to synthesize it. (7) Given the product [NH2:18][C:17]1[N:12]2[N:11]=[C:10]([CH3:15])[C:9]([C:2]3[C:3]([CH3:8])=[CH:4][C:5]([CH3:7])=[CH:6][C:1]=3[CH3:16])=[C:13]2[N:14]=[C:25]([CH3:26])[C:19]=1[C:20]([O:22][CH2:23][CH3:24])=[O:21], predict the reactants needed to synthesize it. The reactants are: [C:1]1([CH3:16])[CH:6]=[C:5]([CH3:7])[CH:4]=[C:3]([CH3:8])[C:2]=1[C:9]1[C:10]([CH3:15])=[N:11][NH:12][C:13]=1[NH2:14].[C:17]([C:19](=[C:25](OCC)[CH3:26])[C:20]([O:22][CH2:23][CH3:24])=[O:21])#[N:18]. (8) The reactants are: [Li]CCCC.[C:6](#[N:8])[CH3:7].[CH3:9][O:10][C:11]1[CH:27]=[CH:26][C:14]([CH2:15][N:16]2[CH:20]=[C:19]([C:21]([O:23]CC)=O)[CH:18]=[N:17]2)=[CH:13][CH:12]=1. Given the product [CH3:9][O:10][C:11]1[CH:12]=[CH:13][C:14]([CH2:15][N:16]2[CH:20]=[C:19]([C:21](=[O:23])[CH2:7][C:6]#[N:8])[CH:18]=[N:17]2)=[CH:26][CH:27]=1, predict the reactants needed to synthesize it. (9) Given the product [CH2:1]([O:3][C:4]1[C:5]([NH:10][C:11]2[CH:24]=[C:23]3[C:14]([O:15][C:16]4[C:17]([F:33])=[CH:18][C:19]([O:31][CH3:32])=[CH:20][C:21]=4[C@@:22]43[CH2:25][CH2:26][O:27][C:29]([NH2:30])=[N:28]4)=[CH:13][CH:12]=2)=[N:6][CH:7]=[CH:8][CH:9]=1)[CH3:2], predict the reactants needed to synthesize it. The reactants are: [CH2:1]([O:3][C:4]1[C:5]([NH:10][C:11]2[CH:24]=[C:23]3[C:14]([O:15][C:16]4[C:17]([F:33])=[CH:18][C:19]([O:31][CH3:32])=[CH:20][C:21]=4[C@:22]3([NH:28][C:29]#[N:30])[CH2:25][CH2:26][OH:27])=[CH:13][CH:12]=2)=[N:6][CH:7]=[CH:8][CH:9]=1)[CH3:2]. (10) Given the product [CH:1]1([CH2:7][C@H:8]([N:12]2[CH2:16][C:15]([O:17][C:18]3[CH:23]=[CH:22][CH:21]=[C:20]([O:24][CH3:25])[C:19]=3[O:26][CH3:27])=[CH:14][C:13]2=[O:28])[C:9]([NH:69][C:66]2[CH:67]=[CH:68][N:64]([CH2:63][C:62]([OH:61])([CH3:92])[CH3:30])[N:65]=2)=[O:10])[CH2:2][CH2:3][CH2:4][CH2:5][CH2:6]1, predict the reactants needed to synthesize it. The reactants are: [CH:1]1([CH2:7][C@H:8]([N:12]2[CH2:16][C:15]([O:17][C:18]3[CH:23]=[CH:22][CH:21]=[C:20]([O:24][CH3:25])[C:19]=3[O:26][CH3:27])=[CH:14][C:13]2=[O:28])[C:9](O)=[O:10])[CH2:6][CH2:5][CH2:4][CH2:3][CH2:2]1.Cl.[CH3:30]N(C)CCCN=C=NCC.C(N(CC)C(C)C)(C)C.ON1C2C=CC=CC=2N=N1.Cl.[OH:61][C@@H:62]([CH2:92]O)[CH2:63][N:64]1[CH:68]=[CH:67][C:66]([NH:69]C(=O)[C@@H](N2CC(OC3C=CC=C(Cl)C=3Cl)=CC2=O)CC(C)C)=[N:65]1.